From a dataset of Forward reaction prediction with 1.9M reactions from USPTO patents (1976-2016). Predict the product of the given reaction. Given the reactants [F:1][C@@H:2]1[C@@H:6]([F:7])[CH:5]=[N:4][CH2:3]1.[C:8]([C:11]1[C:19]2[C:14](=[CH:15][CH:16]=[CH:17][CH:18]=2)[N:13]([CH2:20][C:21]([OH:23])=O)[CH:12]=1)(=[O:10])[CH3:9].[Cl:24][C:25]1[CH:30]=[CH:29][CH:28]=[C:27]([CH2:31][N+:32]#[C-:33])[C:26]=1[F:34].C([O-])(O)=[O:36].[Na+], predict the reaction product. The product is: [Cl:24][C:25]1[C:26]([F:34])=[C:27]([CH:28]=[CH:29][CH:30]=1)[CH2:31][NH:32][C:33]([C@H:5]1[C@H:6]([F:7])[C@@H:2]([F:1])[CH2:3][N:4]1[C:21](=[O:23])[CH2:20][N:13]1[C:14]2[C:19](=[CH:18][CH:17]=[CH:16][CH:15]=2)[C:11]([C:8](=[O:10])[CH3:9])=[CH:12]1)=[O:36].